From a dataset of Forward reaction prediction with 1.9M reactions from USPTO patents (1976-2016). Predict the product of the given reaction. (1) Given the reactants [Cl:1][C:2]1[CH:7]=[CH:6][C:5]([CH:8]2[CH:12]([C:13]([O:15]CC)=O)[C:11](=O)[C:10](=[O:19])[N:9]2[C:20]2[CH:25]=[C:24]([CH3:26])[C:23](=[O:27])[N:22]([CH3:28])[CH:21]=2)=[CH:4][CH:3]=1.[CH3:29][NH:30][NH2:31], predict the reaction product. The product is: [Cl:1][C:2]1[CH:3]=[CH:4][C:5]([CH:8]2[C:12]3[C:11](=[N:31][N:30]([CH3:29])[C:13]=3[OH:15])[C:10](=[O:19])[N:9]2[C:20]2[CH:25]=[C:24]([CH3:26])[C:23](=[O:27])[N:22]([CH3:28])[CH:21]=2)=[CH:6][CH:7]=1. (2) Given the reactants [NH2:1][C:2]1[CH:7]=[CH:6][CH:5]=[CH:4][C:3]=1[C:8]#[C:9][C:10]1[C:11]([O:20][CH3:21])=[CH:12][C:13]([O:18][CH3:19])=[C:14]([CH:17]=1)[CH:15]=[O:16], predict the reaction product. The product is: [NH:1]1[C:2]2[C:3](=[CH:4][CH:5]=[CH:6][CH:7]=2)[CH:8]=[C:9]1[C:10]1[C:11]([O:20][CH3:21])=[CH:12][C:13]([O:18][CH3:19])=[C:14]([CH:17]=1)[CH:15]=[O:16]. (3) Given the reactants [C:1]([C:5]1[CH:6]=[C:7]2[C:11](=[CH:12][CH:13]=1)[CH:10]([NH2:14])[CH2:9][CH2:8]2)([CH3:4])([CH3:3])[CH3:2].C(N[C@@H](C(O)=O)CC(C)C)(=O)C, predict the reaction product. The product is: [C:1]([C:5]1[CH:6]=[C:7]2[C:11](=[CH:12][CH:13]=1)[C@@H:10]([NH2:14])[CH2:9][CH2:8]2)([CH3:4])([CH3:2])[CH3:3]. (4) Given the reactants [F:1][C:2]1[CH:7]=[CH:6][C:5]([CH:8]([C:10]2[CH:15]=[CH:14][C:13]([S:16][CH3:17])=[CH:12][CH:11]=2)[CH3:9])=[CH:4][N:3]=1.[B:18](OC(C)C)([O:23]C(C)C)[O:19]C(C)C.CC1(C)CCCC(C)(C)N1.C([Li])CCC, predict the reaction product. The product is: [F:1][C:2]1[C:7]([B:18]([OH:23])[OH:19])=[CH:6][C:5]([CH:8]([C:10]2[CH:11]=[CH:12][C:13]([S:16][CH3:17])=[CH:14][CH:15]=2)[CH3:9])=[CH:4][N:3]=1. (5) Given the reactants [C:1]([NH:5][S:6]([C:9]1[CH:14]=[CH:13][CH:12]=[CH:11][CH:10]=1)(=[O:8])=[O:7])([CH3:4])([CH3:3])[CH3:2].[Li]CCCC.[B:20](OC(C)C)([O:25]C(C)C)[O:21]C(C)C.Cl.B([O-])([O-])[O-], predict the reaction product. The product is: [C:1]([NH:5][S:6]([C:9]1[CH:14]=[CH:13][CH:12]=[CH:11][C:10]=1[B:20]([OH:25])[OH:21])(=[O:8])=[O:7])([CH3:4])([CH3:2])[CH3:3].